This data is from Catalyst prediction with 721,799 reactions and 888 catalyst types from USPTO. The task is: Predict which catalyst facilitates the given reaction. (1) Reactant: C(O[C:4](=[O:9])[C:5]([F:8])([F:7])[F:6])C.[NH2:10][CH2:11][CH2:12][NH:13][CH2:14][CH2:15][NH2:16]. Product: [F:6][C:5]([F:8])([F:7])[C:4]([NH:10][CH2:11][CH2:12][NH:13][CH2:14][CH2:15][NH:16][C:4](=[O:9])[C:5]([F:6])([F:7])[F:8])=[O:9]. The catalyst class is: 7. (2) Reactant: Cl[C:2]1[N:7]=[C:6]([O:8][CH3:9])[CH:5]=[CH:4][N:3]=1.[NH2:10][C:11]1[CH:12]=[CH:13][C:14]([Cl:18])=[C:15]([OH:17])[CH:16]=1. Product: [Cl:18][C:14]1[CH:13]=[CH:12][C:11]([NH:10][C:2]2[N:7]=[C:6]([O:8][CH3:9])[CH:5]=[CH:4][N:3]=2)=[CH:16][C:15]=1[OH:17]. The catalyst class is: 14. (3) Reactant: [CH:1]1([S:6][C:7]2[CH:12]=[CH:11][CH:10]=[C:9]([I:13])[CH:8]=2)[CH2:5][CH2:4][CH2:3][CH2:2]1.ClC1C=C(C=CC=1)C(OO)=[O:19].[OH2:25]. Product: [CH:1]1([S:6]([C:7]2[CH:12]=[CH:11][CH:10]=[C:9]([I:13])[CH:8]=2)(=[O:19])=[O:25])[CH2:5][CH2:4][CH2:3][CH2:2]1. The catalyst class is: 4.